This data is from Reaction yield outcomes from USPTO patents with 853,638 reactions. The task is: Predict the reaction yield, written as a fraction of the theoretical maximum amount of product (1.0 means a 100% yield; for example, 0.34 means a 34% yield). (1) The reactants are [CH3:1][C:2]1[CH:7]=[CH:6][C:5]([CH3:8])=[CH:4][C:3]=1[SH:9].Br[CH2:11][C:12]([O:14]CC)=[O:13].C(O)C.[OH-].[K+]. The catalyst is Cl.O. The product is [CH3:1][C:2]1[CH:7]=[CH:6][C:5]([CH3:8])=[CH:4][C:3]=1[S:9][CH2:11][C:12]([OH:14])=[O:13]. The yield is 0.880. (2) The catalyst is CN(C)C=O.O. The reactants are [Br:1][C:2]1[NH:3][C:4]2[C:9]([C:10]=1[C:11]([O:13][CH3:14])=[O:12])=[CH:8][CH:7]=[CH:6][CH:5]=2.[H-].[Na+].Br[CH:18]([C:20]1[CH:25]=[CH:24][CH:23]=[CH:22][CH:21]=1)[CH3:19]. The product is [Br:1][C:2]1[N:3]([CH:18]([C:20]2[CH:25]=[CH:24][CH:23]=[CH:22][CH:21]=2)[CH3:19])[C:4]2[C:9]([C:10]=1[C:11]([O:13][CH3:14])=[O:12])=[CH:8][CH:7]=[CH:6][CH:5]=2. The yield is 0.750.